This data is from Catalyst prediction with 721,799 reactions and 888 catalyst types from USPTO. The task is: Predict which catalyst facilitates the given reaction. Reactant: [CH3:1][N:2]1[C:6]2[CH:7]=[CH:8][CH:9]=[CH:10][C:5]=2[N:4]=[C:3]1[CH2:11]O.P(Br)(Br)[Br:14]. Product: [BrH:14].[Br:14][CH2:11][C:3]1[N:2]([CH3:1])[C:6]2[CH:7]=[CH:8][CH:9]=[CH:10][C:5]=2[N:4]=1. The catalyst class is: 4.